This data is from Full USPTO retrosynthesis dataset with 1.9M reactions from patents (1976-2016). The task is: Predict the reactants needed to synthesize the given product. (1) Given the product [CH2:21]=[CH:22][CH:23]1[CH2:28][CH:27]2[O:29][CH:26]2[CH2:25][CH2:24]1.[CH2:9]([O:11][C:12]([SiH3:20])=[C:13]([O:14][CH2:15][CH3:16])[O:17][CH2:18][CH3:19])[CH3:10], predict the reactants needed to synthesize it. The reactants are: C(N1CCCC1=O)=C.[CH2:9]([O:11][C:12]([SiH3:20])=[C:13]([O:17][CH2:18][CH3:19])[O:14][CH2:15][CH3:16])[CH3:10].[CH2:21]=[CH:22][CH:23]1[CH2:28][CH:27]2[O:29][CH:26]2[CH2:25][CH2:24]1.C(OC=C)(=O)C. (2) Given the product [Cl:7][C:8]1[C:9]([F:30])=[C:10]([NH:14][C:15]2[C:24]3[C:19](=[CH:20][CH:21]=[C:22]([S:25]([CH3:26])(=[O:1])=[O:37])[CH:23]=3)[N:18]=[N:17][C:16]=2[C:27]([NH2:29])=[O:28])[CH:11]=[CH:12][CH:13]=1, predict the reactants needed to synthesize it. The reactants are: [OH:1]OS([O-])=O.[K+].[Cl:7][C:8]1[C:9]([F:30])=[C:10]([NH:14][C:15]2[C:24]3[C:19](=[CH:20][CH:21]=[C:22]([S:25][CH3:26])[CH:23]=3)[N:18]=[N:17][C:16]=2[C:27]([NH2:29])=[O:28])[CH:11]=[CH:12][CH:13]=1.S([O-])([O-])=O.[Na+].[Na+].[OH2:37]. (3) Given the product [Cl:50][C:51]1[CH:60]=[CH:59][C:54]2[NH:55][C:56]([S:58][C:2]3[C:3](=[O:27])[O:4][C:5]([CH2:14][CH2:15][C:16]4[CH:21]=[CH:20][C:19]([O:22][CH:23]([CH3:24])[CH3:25])=[C:18]([Cl:26])[CH:17]=4)([CH:9]4[CH2:10][CH2:11][CH2:12][CH2:13]4)[CH2:6][C:7]=3[OH:8])=[N:57][C:53]=2[CH:52]=1, predict the reactants needed to synthesize it. The reactants are: Cl[C:2]1[C:3](=[O:27])[O:4][C:5]([CH2:14][CH2:15][C:16]2[CH:21]=[CH:20][C:19]([O:22][CH:23]([CH3:25])[CH3:24])=[C:18]([Cl:26])[CH:17]=2)([CH:9]2[CH2:13][CH2:12][CH2:11][CH2:10]2)[CH2:6][C:7]=1[OH:8].ClC1C(=O)OC(CCC2CCCCC=2)(C2CCCC2)CC=1O.[Cl:50][C:51]1[CH:60]=[CH:59][C:54]2[N:55]=[C:56]([SH:58])[NH:57][C:53]=2[CH:52]=1.N1C=CC(C2NC(S)=NN=2)=CC=1. (4) Given the product [CH2:15]([O:19][C:4]1[CH:11]=[CH:10][CH:9]=[C:8]([N+:12]([O-:14])=[O:13])[C:5]=1[C:6]#[N:7])[CH:16]([CH3:18])[CH3:17], predict the reactants needed to synthesize it. The reactants are: [N+]([C:4]1[CH:11]=[CH:10][CH:9]=[C:8]([N+:12]([O-:14])=[O:13])[C:5]=1[C:6]#[N:7])([O-])=O.[CH2:15]([OH:19])[CH:16]([CH3:18])[CH3:17]. (5) The reactants are: Cl.[C:2]([C:6]1[CH:26]=[CH:25][C:9]([CH2:10][NH:11][CH2:12][CH2:13][C:14]2[CH:19]=[C:18]([C:20]([F:23])([F:22])[F:21])[CH:17]=[C:16]([F:24])[CH:15]=2)=[CH:8][CH:7]=1)([CH3:5])([CH3:4])[CH3:3].[Cl:27][C:28]1[C:29]([F:41])=[C:30]([CH:34]=[C:35]([C:37]([F:40])([F:39])[F:38])[CH:36]=1)[C:31](O)=[O:32].CN(C(ON1N=NC2C=CC=CC1=2)=[N+](C)C)C.F[P-](F)(F)(F)(F)F.Cl.C([O-])(O)=O.[Na+]. Given the product [C:2]([C:6]1[CH:7]=[CH:8][C:9]([CH2:10][N:11]([CH2:12][CH2:13][C:14]2[CH:19]=[C:18]([C:20]([F:23])([F:21])[F:22])[CH:17]=[C:16]([F:24])[CH:15]=2)[C:31](=[O:32])[C:30]2[CH:34]=[C:35]([C:37]([F:38])([F:39])[F:40])[CH:36]=[C:28]([Cl:27])[C:29]=2[F:41])=[CH:25][CH:26]=1)([CH3:5])([CH3:3])[CH3:4], predict the reactants needed to synthesize it. (6) Given the product [NH2:15][C:16]1[C:17]([C:30]2[CH:38]=[CH:37][C:33]([C:5]([O:7][C:53]([CH3:54])([CH3:57])[CH3:42])=[O:6])=[C:32]([F:39])[CH:31]=2)=[N:18][C:19]([C@@H:22]2[CH2:27][CH2:26][C:25](=[O:28])[C@H:24]([F:29])[CH2:23]2)=[CH:20][N:21]=1.[NH2:15][C:16]1[C:17]([C:30]2[CH:38]=[CH:37][C:33]([C:47]([O:48][C:53]([CH3:54])([CH3:57])[CH3:1])=[O:50])=[C:32]([F:39])[CH:31]=2)=[N:18][C:19]([C@H:22]2[CH2:27][CH2:26][C:25](=[O:28])[C@@H:24]([F:29])[CH2:23]2)=[CH:20][N:21]=1, predict the reactants needed to synthesize it. The reactants are: [C:1](N[C:5]([OH:7])=[O:6])(O)=O.C(OC([NH:15][C:16]1[C:17]([C:30]2[CH:38]=[CH:37][C:33](C([O-])=O)=[C:32]([F:39])[CH:31]=2)=[N:18][C:19]([CH:22]2[CH2:27][CH2:26][C:25](=[O:28])[CH:24]([F:29])[CH2:23]2)=[CH:20][N:21]=1)=O)(C)(C)C.Cl.O1CCOC[CH2:42]1.[C:47](=[O:50])([O-])[O-:48].[Na+].[Na+].[CH2:53]1[CH2:57]OC[CH2:54]1. (7) Given the product [F:22][C:16]1[CH:17]=[CH:18][C:19]([CH2:24][CH:25]([CH3:30])[CH3:26])=[CH:20][C:15]=1[C:12]([NH:11][C:10](=[O:23])[O:9][CH:3]1[CH:4]2[CH2:7][CH2:8][N:1]([CH2:6][CH2:5]2)[CH2:2]1)([CH3:14])[CH3:13], predict the reactants needed to synthesize it. The reactants are: [N:1]12[CH2:8][CH2:7][CH:4]([CH2:5][CH2:6]1)[CH:3]([O:9][C:10](=[O:23])[NH:11][C:12]([C:15]1[CH:20]=[C:19](Br)[CH:18]=[CH:17][C:16]=1[F:22])([CH3:14])[CH3:13])[CH2:2]2.[CH3:24][CH:25]([CH3:30])[CH2:26]B(O)O. (8) Given the product [CH:16]1([C:9]2[C:10]3[C:15](=[CH:14][CH:13]=[CH:12][CH:11]=3)[C:6]([N:5]=[C:1]=[S:2])=[CH:7][CH:8]=2)[CH2:18][CH2:17]1, predict the reactants needed to synthesize it. The reactants are: [C:1](Cl)(Cl)=[S:2].[NH2:5][C:6]1[C:15]2[C:10](=[CH:11][CH:12]=[CH:13][CH:14]=2)[C:9]([CH:16]2[CH2:18][CH2:17]2)=[CH:8][CH:7]=1.C(N(C(C)C)CC)(C)C.Cl. (9) Given the product [O:1]=[C:2]1[CH2:7][CH2:6][CH2:5][C:4]([NH:8][CH2:9][C:10]([O:12][CH3:18])=[O:11])=[CH:3]1, predict the reactants needed to synthesize it. The reactants are: [O:1]=[C:2]1[CH2:7][CH2:6][CH2:5][C:4]([NH:8][CH2:9][C:10]([OH:12])=[O:11])=[CH:3]1.S(=O)(=O)(O)O.[CH3:18]O. (10) Given the product [CH3:14][C:15]1([NH:21][C:22](=[O:28])[O:23][C:24]([CH3:27])([CH3:26])[CH3:25])[CH2:20][CH2:19][CH2:18][N:17]([C:2]2[C:7]([N+:8]([O-:10])=[O:9])=[CH:6][N:5]=[C:4]3[CH2:11][CH2:12][CH2:13][C:3]=23)[CH2:16]1, predict the reactants needed to synthesize it. The reactants are: Cl[C:2]1[C:7]([N+:8]([O-:10])=[O:9])=[CH:6][N:5]=[C:4]2[CH2:11][CH2:12][CH2:13][C:3]=12.[CH3:14][C:15]1([NH:21][C:22](=[O:28])[O:23][C:24]([CH3:27])([CH3:26])[CH3:25])[CH2:20][CH2:19][CH2:18][NH:17][CH2:16]1.C(N(CC)CC)C.